Dataset: Catalyst prediction with 721,799 reactions and 888 catalyst types from USPTO. Task: Predict which catalyst facilitates the given reaction. Product: [Cl:1][C:2]1[CH:3]=[CH:4][C:5]([C:8]2([C:12]3[C:21]4[C:16](=[CH:17][C:18]([O:22][CH2:23][CH2:24][NH:25][S:29]([CH2:26][CH2:27][CH3:28])(=[O:31])=[O:30])=[CH:19][CH:20]=4)[CH2:15][CH2:14][N:13]=3)[CH2:11][CH2:10][CH2:9]2)=[CH:6][CH:7]=1. Reactant: [Cl:1][C:2]1[CH:7]=[CH:6][C:5]([C:8]2([C:12]3[C:21]4[C:16](=[CH:17][C:18]([O:22][CH2:23][CH2:24][NH2:25])=[CH:19][CH:20]=4)[CH2:15][CH2:14][N:13]=3)[CH2:11][CH2:10][CH2:9]2)=[CH:4][CH:3]=1.[CH2:26]([S:29](Cl)(=[O:31])=[O:30])[CH2:27][CH3:28].O. The catalyst class is: 112.